From a dataset of Peptide-MHC class II binding affinity with 134,281 pairs from IEDB. Regression. Given a peptide amino acid sequence and an MHC pseudo amino acid sequence, predict their binding affinity value. This is MHC class II binding data. (1) The MHC is HLA-DQA10101-DQB10501 with pseudo-sequence HLA-DQA10101-DQB10501. The peptide sequence is VAEAAGKTKEGVLYV. The binding affinity (normalized) is 0.146. (2) The peptide sequence is SQWGWCGSTDEYCSP. The MHC is HLA-DQA10301-DQB10302 with pseudo-sequence HLA-DQA10301-DQB10302. The binding affinity (normalized) is 0.0415. (3) The peptide sequence is IPAGELQIIDKIDAA. The MHC is DRB1_0802 with pseudo-sequence DRB1_0802. The binding affinity (normalized) is 0.468. (4) The peptide sequence is MKTSFSSRLLVNERE. The MHC is DRB1_0101 with pseudo-sequence DRB1_0101. The binding affinity (normalized) is 0.592.